This data is from Peptide-MHC class I binding affinity with 185,985 pairs from IEDB/IMGT. The task is: Regression. Given a peptide amino acid sequence and an MHC pseudo amino acid sequence, predict their binding affinity value. This is MHC class I binding data. (1) The peptide sequence is KYDDRIQSQ. The MHC is HLA-B40:01 with pseudo-sequence HLA-B40:01. The binding affinity (normalized) is 0.0847. (2) The peptide sequence is METQTSTWFGF. The MHC is Mamu-B17 with pseudo-sequence Mamu-B17. The binding affinity (normalized) is 0.222. (3) The peptide sequence is APRARTAAF. The MHC is HLA-B08:02 with pseudo-sequence HLA-B08:02. The binding affinity (normalized) is 0.497. (4) The peptide sequence is ITLNVLAWLY. The MHC is HLA-A26:01 with pseudo-sequence HLA-A26:01. The binding affinity (normalized) is 0.238.